Dataset: Reaction yield outcomes from USPTO patents with 853,638 reactions. Task: Predict the reaction yield, written as a fraction of the theoretical maximum amount of product (1.0 means a 100% yield; for example, 0.34 means a 34% yield). (1) The catalyst is C(Cl)Cl. The yield is 0.880. The reactants are O=P12OP3(OP(OP(O3)(O1)=O)(=O)O2)=O.[OH:15][CH:16]([C:33]1[CH:38]=[CH:37][CH:36]=[CH:35][C:34]=1[O:39][CH3:40])[CH2:17][O:18][C:19]1[CH:32]=[CH:31][C:22]([CH2:23][CH:24]2[S:28][C:27](=[O:29])[NH:26][C:25]2=[O:30])=[CH:21][CH:20]=1.CS(C)=O.C(N(CC)C(C)C)(C)C.C([O-])(O)=O.[Na+]. The product is [CH3:40][O:39][C:34]1[CH:35]=[CH:36][CH:37]=[CH:38][C:33]=1[C:16](=[O:15])[CH2:17][O:18][C:19]1[CH:32]=[CH:31][C:22]([CH2:23][CH:24]2[S:28][C:27](=[O:29])[NH:26][C:25]2=[O:30])=[CH:21][CH:20]=1. (2) The reactants are COC1C=CC(CN(CC2C=CC(OC)=CC=2)C2N=CC(C3C4CCNC=4N=C(N4CCOCC4)N=3)=CN=2)=CC=1.ClC(OCC=C)=O.[CH2:48]([O:51][C:52]([N:54]1[C:58]2[N:59]=[C:60]([N:88]3[CH2:93][CH2:92][O:91][CH2:90][CH2:89]3)[N:61]=[C:62]([C:63]3[CH:64]=[N:65][C:66]([N:69](CC4C=CC(OC)=CC=4)CC4C=CC(OC)=CC=4)=[N:67][CH:68]=3)[C:57]=2[CH2:56][CH2:55]1)=[O:53])[CH:49]=[CH2:50]. No catalyst specified. The product is [CH2:48]([O:51][C:52]([N:54]1[C:58]2[N:59]=[C:60]([N:88]3[CH2:89][CH2:90][O:91][CH2:92][CH2:93]3)[N:61]=[C:62]([C:63]3[CH:64]=[N:65][C:66]([NH2:69])=[N:67][CH:68]=3)[C:57]=2[CH2:56][CH2:55]1)=[O:53])[CH:49]=[CH2:50]. The yield is 0.920. (3) The reactants are [NH2:1][C:2]1[N:7]=[C:6]([Cl:8])[CH:5]=[C:4]([CH3:9])[N:3]=1.[Br:10]Br. The catalyst is ClCCl. The product is [Br:10][C:5]1[C:6]([Cl:8])=[N:7][C:2]([NH2:1])=[N:3][C:4]=1[CH3:9]. The yield is 0.970. (4) The reactants are [CH3:1][N:2]1[C:6]([C:7](=[O:23])[NH:8][CH2:9][CH2:10][C:11]2[N:12]([CH3:22])[CH:13]=[C:14]([C:16]3[CH:21]=[CH:20][CH:19]=[CH:18][CH:17]=3)[N:15]=2)=[C:5]([C:24]([O:26]C)=[O:25])[N:4]=[N:3]1.[Li+].[OH-].Cl.ClCCl. The catalyst is C1COCC1.CO. The product is [CH3:1][N:2]1[C:6]([C:7](=[O:23])[NH:8][CH2:9][CH2:10][C:11]2[N:12]([CH3:22])[CH:13]=[C:14]([C:16]3[CH:17]=[CH:18][CH:19]=[CH:20][CH:21]=3)[N:15]=2)=[C:5]([C:24]([OH:26])=[O:25])[N:4]=[N:3]1. The yield is 0.702. (5) The reactants are [F:1][C:2]1[C:7]2[N:8]=[N:9][S:10][C:6]=2[CH:5]=[C:4]([C:11]([NH:13][O:14][CH2:15][CH2:16][O:17]C=C)=[O:12])[C:3]=1[NH:20][C:21]1[CH:26]=[CH:25][C:24]([I:27])=[CH:23][C:22]=1[F:28].Cl.C([O-])(O)=O.[Na+]. The catalyst is C(Cl)Cl. The product is [F:1][C:2]1[C:7]2[N:8]=[N:9][S:10][C:6]=2[CH:5]=[C:4]([C:11]([NH:13][O:14][CH2:15][CH2:16][OH:17])=[O:12])[C:3]=1[NH:20][C:21]1[CH:26]=[CH:25][C:24]([I:27])=[CH:23][C:22]=1[F:28]. The yield is 0.846. (6) The reactants are C([O:4][C@H:5]([CH2:32][N:33]1[CH2:37][CH2:36][CH2:35][CH2:34]1)[CH2:6][O:7][C:8]1[CH:17]=[C:16]2[C:11]([C:12]([O:18][C:19]3[C:20]([F:29])=[C:21]4[C:25](=[CH:26][CH:27]=3)[NH:24][C:23]([CH3:28])=[CH:22]4)=[N:13][CH:14]=[N:15]2)=[CH:10][C:9]=1[O:30][CH3:31])(=O)C.N. The catalyst is CO. The product is [OH:4][C@H:5]([CH2:32][N:33]1[CH2:37][CH2:36][CH2:35][CH2:34]1)[CH2:6][O:7][C:8]1[CH:17]=[C:16]2[C:11]([C:12]([O:18][C:19]3[C:20]([F:29])=[C:21]4[C:25](=[CH:26][CH:27]=3)[NH:24][C:23]([CH3:28])=[CH:22]4)=[N:13][CH:14]=[N:15]2)=[CH:10][C:9]=1[O:30][CH3:31]. The yield is 0.750. (7) The reactants are Cl.[C@@H:2]12[NH:9][C@@H:6]([CH2:7][CH2:8]1)[CH2:5][N:4]([C:10]1[CH:15]=[CH:14][N:13]=[C:12]([NH:16][C:17]3[CH:18]=[N:19][N:20]([CH3:22])[CH:21]=3)[N:11]=1)[CH2:3]2.[CH2:23]([O:25][C:26]([C:28]1[O:32][C:31](Cl)=[N:30][CH:29]=1)=[O:27])[CH3:24].P([O-])([O-])([O-])=O.[K+].[K+].[K+].CC(C1C=C(C(C)C)C(C2C=CC=CC=2P(C2CCCCC2)C2CCCCC2)=C(C(C)C)C=1)C. The catalyst is CS(C)=O.C1C=CC(/C=C/C(/C=C/C2C=CC=CC=2)=O)=CC=1.C1C=CC(/C=C/C(/C=C/C2C=CC=CC=2)=O)=CC=1.C1C=CC(/C=C/C(/C=C/C2C=CC=CC=2)=O)=CC=1.[Pd].[Pd]. The product is [CH3:22][N:20]1[CH:21]=[C:17]([NH:16][C:12]2[N:11]=[C:10]([N:4]3[CH2:5][C@H:6]4[N:9]([C:31]5[O:32][C:28]([C:26]([O:25][CH2:23][CH3:24])=[O:27])=[CH:29][N:30]=5)[C@H:2]([CH2:8][CH2:7]4)[CH2:3]3)[CH:15]=[CH:14][N:13]=2)[CH:18]=[N:19]1. The yield is 0.760. (8) The reactants are [CH2:1]=O.Cl.[CH3:4][NH:5][CH3:6].[CH2:7]([N:9]1[CH:13]=[CH:12][CH:11]=[CH:10]1)[CH3:8]. The catalyst is [OH-].[Na+]. The product is [CH3:4][N:5]([CH2:1][C:10]1[N:9]([CH2:7][CH3:8])[CH:13]=[CH:12][CH:11]=1)[CH3:6]. The yield is 0.970.